Dataset: Peptide-MHC class I binding affinity with 185,985 pairs from IEDB/IMGT. Task: Regression. Given a peptide amino acid sequence and an MHC pseudo amino acid sequence, predict their binding affinity value. This is MHC class I binding data. The peptide sequence is RQMRASAPL. The MHC is BoLA-D18.4 with pseudo-sequence BoLA-D18.4. The binding affinity (normalized) is 0.574.